This data is from Catalyst prediction with 721,799 reactions and 888 catalyst types from USPTO. The task is: Predict which catalyst facilitates the given reaction. (1) Reactant: [Cl:1][C:2]1[CH:3]=[C:4]([N:10]2[CH:22]([CH:23]3[CH2:27][CH2:26][CH2:25][CH2:24]3)[CH:21]3[C:12]([C:13]4[CH:14]=[CH:15][C:16]([C:28]([OH:30])=O)=[N:17][C:18]=4[CH2:19][CH2:20]3)=[N:11]2)[CH:5]=[CH:6][C:7]=1[C:8]#[N:9].Cl.[NH:32]1[CH2:37][CH2:36][S:35](=[O:39])(=[O:38])[CH2:34][CH2:33]1.CCN(C(C)C)C(C)C.CN(C(ON1N=NC2C=CC=NC1=2)=[N+](C)C)C.F[P-](F)(F)(F)(F)F. Product: [Cl:1][C:2]1[CH:3]=[C:4]([N:10]2[CH:22]([CH:23]3[CH2:24][CH2:25][CH2:26][CH2:27]3)[CH:21]3[C:12]([C:13]4[CH:14]=[CH:15][C:16]([C:28]([N:32]5[CH2:37][CH2:36][S:35](=[O:39])(=[O:38])[CH2:34][CH2:33]5)=[O:30])=[N:17][C:18]=4[CH2:19][CH2:20]3)=[N:11]2)[CH:5]=[CH:6][C:7]=1[C:8]#[N:9]. The catalyst class is: 139. (2) Reactant: [CH3:1][O:2][C:3]1[CH:4]=[C:5]([CH2:9][CH2:10][N:11]([C:24]2[CH:29]=[CH:28][CH:27]=[CH:26][CH:25]=2)[C:12]([C:14]23[CH2:23][CH:18]4[CH2:19][CH:20]([CH2:22][CH:16]([CH2:17]4)[CH2:15]2)[CH2:21]3)=O)[CH:6]=[CH:7][CH:8]=1. Product: [C:14]12([CH:12]3[C:6]4[C:5](=[CH:4][C:3]([O:2][CH3:1])=[CH:8][CH:7]=4)[CH2:9][CH2:10][N:11]3[C:24]3[CH:25]=[CH:26][CH:27]=[CH:28][CH:29]=3)[CH2:15][CH:16]3[CH2:17][CH:18]([CH2:19][CH:20]([CH2:22]3)[CH2:21]1)[CH2:23]2. The catalyst class is: 25. (3) Product: [Br:1][C:2]1[CH:3]=[C:4]([NH:8][CH:9]([C:12]2[CH:16]=[CH:15][S:14][CH:13]=2)[C:10]([NH2:11])=[O:17])[CH:5]=[N:6][CH:7]=1. The catalyst class is: 33. Reactant: [Br:1][C:2]1[CH:3]=[C:4]([NH:8][CH:9]([C:12]2[CH:16]=[CH:15][S:14][CH:13]=2)[C:10]#[N:11])[CH:5]=[N:6][CH:7]=1.[OH2:17]. (4) Reactant: [Cl:1][C:2]1[CH:7]=[CH:6][C:5]([S:8]([C:11]2([C:26]3[CH:31]=[C:30]([F:32])[CH:29]=[CH:28][C:27]=3[F:33])[CH2:16][CH2:15][CH:14]([NH:17][S:18]([N:21]3[CH2:24][C:23](=O)[CH2:22]3)(=[O:20])=[O:19])[CH2:13][CH2:12]2)(=[O:10])=[O:9])=[CH:4][CH:3]=1.Cl.[CH3:35][NH:36][CH3:37].C([BH3-])#N.[Na+].C([O-])(=O)C.[Na+]. Product: [Cl:1][C:2]1[CH:7]=[CH:6][C:5]([S:8]([C:11]2([C:26]3[CH:31]=[C:30]([F:32])[CH:29]=[CH:28][C:27]=3[F:33])[CH2:16][CH2:15][CH:14]([NH:17][S:18]([N:21]3[CH2:24][CH:23]([N:36]([CH3:37])[CH3:35])[CH2:22]3)(=[O:20])=[O:19])[CH2:13][CH2:12]2)(=[O:10])=[O:9])=[CH:4][CH:3]=1. The catalyst class is: 125. (5) Reactant: [CH3:1][O:2][C:3]1[CH:35]=[CH:34][C:6]([CH2:7][N:8]([CH2:25][C:26]2[CH:31]=[CH:30][C:29]([O:32][CH3:33])=[CH:28][CH:27]=2)[C:9]2[N:14]=[C:13]([CH3:15])[N:12]=[C:11]([C:16]3[C:17]([F:24])=[N:18][CH:19]=[C:20]([CH:23]=3)[CH:21]=[O:22])[N:10]=2)=[CH:5][CH:4]=1.C[Si](C)(C)[C:38]([F:41])([F:40])[F:39].[F-].[Cs+]. Product: [CH3:33][O:32][C:29]1[CH:28]=[CH:27][C:26]([CH2:25][N:8]([CH2:7][C:6]2[CH:5]=[CH:4][C:3]([O:2][CH3:1])=[CH:35][CH:34]=2)[C:9]2[N:14]=[C:13]([CH3:15])[N:12]=[C:11]([C:16]3[CH:23]=[C:20]([CH:21]([OH:22])[C:38]([F:41])([F:40])[F:39])[CH:19]=[N:18][C:17]=3[F:24])[N:10]=2)=[CH:31][CH:30]=1. The catalyst class is: 1.